Dataset: Full USPTO retrosynthesis dataset with 1.9M reactions from patents (1976-2016). Task: Predict the reactants needed to synthesize the given product. (1) Given the product [O:35]=[S:27]1(=[O:36])[C:28]2[CH:34]=[CH:33][CH:32]=[CH:31][C:29]=2[CH2:30][N:24]([C:11]2[CH:10]=[C:9]([O:1][CH2:2][CH2:3][NH:4][C:5](=[O:7])[CH3:6])[C:18]3[C:13](=[CH:14][CH:15]=[C:16]([CH3:37])[CH:17]=3)[N:12]=2)[CH2:25][CH2:26]1, predict the reactants needed to synthesize it. The reactants are: [OH:1][CH2:2][CH2:3][NH:4][C:5](=[O:7])[CH3:6].Cl[C:9]1[C:18]2[C:13](=[CH:14][CH:15]=[C:16](OC(F)(F)F)[CH:17]=2)[N:12]=[C:11]([N:24]2[CH2:30][C:29]3[CH:31]=[CH:32][CH:33]=[CH:34][C:28]=3[S:27](=[O:36])(=[O:35])[CH2:26][CH2:25]2)[CH:10]=1.[CH3:37]C(C)([O-])C.[Na+]. (2) Given the product [C:29]([CH2:31][CH2:32][NH:33][C:34]([C:36]1[CH:41]=[C:40]([C:2]2[CH:7]=[CH:6][N:5]=[C:4]3[N:8]([CH2:21][O:22][CH2:23][CH2:24][Si:25]([CH3:28])([CH3:27])[CH3:26])[C:9]([C:11]4[CH:20]=[CH:19][C:14]([C:15]([O:17][CH3:18])=[O:16])=[CH:13][CH:12]=4)=[N:10][C:3]=23)[CH:39]=[CH:38][CH:37]=1)=[O:35])#[N:30], predict the reactants needed to synthesize it. The reactants are: I[C:2]1[CH:7]=[CH:6][N:5]=[C:4]2[N:8]([CH2:21][O:22][CH2:23][CH2:24][Si:25]([CH3:28])([CH3:27])[CH3:26])[C:9]([C:11]3[CH:20]=[CH:19][C:14]([C:15]([O:17][CH3:18])=[O:16])=[CH:13][CH:12]=3)=[N:10][C:3]=12.[C:29]([CH2:31][CH2:32][NH:33][C:34]([C:36]1[CH:37]=[C:38](B(O)O)[CH:39]=[CH:40][CH:41]=1)=[O:35])#[N:30].